From a dataset of Reaction yield outcomes from USPTO patents with 853,638 reactions. Predict the reaction yield, written as a fraction of the theoretical maximum amount of product (1.0 means a 100% yield; for example, 0.34 means a 34% yield). (1) The reactants are N#N.[C:3]([CH2:5][CH2:6][O:7][P:8](Cl)[N:9]([CH:13]([CH3:15])[CH3:14])[CH:10]([CH3:12])[CH3:11])#[N:4].[CH2:17]([O:24][C@@H:25]1[C@H:29]([OH:30])[C@@H:28]([CH2:31][O:32][C:33]([C:48]2[CH:53]=[CH:52][C:51]([O:54][CH3:55])=[CH:50][CH:49]=2)([C:40]2[CH:45]=[CH:44][C:43]([O:46][CH3:47])=[CH:42][CH:41]=2)[C:34]2[CH:39]=[CH:38][CH:37]=[CH:36][CH:35]=2)[O:27][C@H:26]1[N:56]1[C:65]2[N:64]=[CH:63][N:62]=[C:60]([OH:61])[C:59]=2[N:58]=[CH:57]1)[C:18]1[CH:23]=[CH:22][CH:21]=[CH:20][CH:19]=1.C(N(CC)C(C)C)(C)C.CN1C=CN=C1. The catalyst is CO.C(Cl)Cl.C(N(CC)CC)C.O1CCCC1. The product is [CH2:17]([O:24][C@@H:25]1[C@H:29]([O:30][P:8]([O:7][CH2:6][CH2:5][C:3]#[N:4])[N:9]([CH:13]([CH3:15])[CH3:14])[CH:10]([CH3:12])[CH3:11])[C@@H:28]([CH2:31][O:32][C:33]([C:48]2[CH:53]=[CH:52][C:51]([O:54][CH3:55])=[CH:50][CH:49]=2)([C:40]2[CH:41]=[CH:42][C:43]([O:46][CH3:47])=[CH:44][CH:45]=2)[C:34]2[CH:39]=[CH:38][CH:37]=[CH:36][CH:35]=2)[O:27][C@H:26]1[N:56]1[C:65]2[N:64]=[CH:63][N:62]=[C:60]([OH:61])[C:59]=2[N:58]=[CH:57]1)[C:18]1[CH:19]=[CH:20][CH:21]=[CH:22][CH:23]=1. The yield is 0.780. (2) The reactants are [Br:1][C:2]1[CH:3]=[CH:4][C:5]([OH:22])=[C:6]([CH:21]=1)[C:7]([NH:9][C:10]1[CH:15]=[CH:14][C:13]([C:16]([F:19])([F:18])[F:17])=[CH:12][C:11]=1[Cl:20])=[O:8].[N:23]1([C:29](Cl)=[O:30])[CH2:28][CH2:27][O:26][CH2:25][CH2:24]1. No catalyst specified. The product is [Br:1][C:2]1[CH:3]=[CH:4][C:5]([O:22][C:29]([N:23]2[CH2:28][CH2:27][O:26][CH2:25][CH2:24]2)=[O:30])=[C:6]([CH:21]=1)[C:7]([NH:9][C:10]1[CH:15]=[CH:14][C:13]([C:16]([F:17])([F:19])[F:18])=[CH:12][C:11]=1[Cl:20])=[O:8]. The yield is 0.935.